The task is: Regression. Given a peptide amino acid sequence and an MHC pseudo amino acid sequence, predict their binding affinity value. This is MHC class I binding data.. This data is from Peptide-MHC class I binding affinity with 185,985 pairs from IEDB/IMGT. (1) The peptide sequence is NHINVVLSL. The MHC is HLA-B38:01 with pseudo-sequence HLA-B38:01. The binding affinity (normalized) is 0.557. (2) The peptide sequence is NYSKFWYL. The MHC is H-2-Kb with pseudo-sequence H-2-Kb. The binding affinity (normalized) is 0.149. (3) The peptide sequence is RLERWHSLIKY. The MHC is Mamu-A02 with pseudo-sequence Mamu-A02. The binding affinity (normalized) is 1.00. (4) The peptide sequence is DRFGLAESLL. The MHC is HLA-B27:05 with pseudo-sequence HLA-B27:05. The binding affinity (normalized) is 0.440. (5) The peptide sequence is ILRNPGYAL. The binding affinity (normalized) is 0.0847. The MHC is HLA-A03:01 with pseudo-sequence HLA-A03:01. (6) The peptide sequence is ISKANWMTY. The MHC is HLA-A68:02 with pseudo-sequence HLA-A68:02. The binding affinity (normalized) is 0.0847. (7) The peptide sequence is MMNITRLEVI. The MHC is HLA-A02:03 with pseudo-sequence HLA-A02:03. The binding affinity (normalized) is 0.698. (8) The MHC is H-2-Kb with pseudo-sequence H-2-Kb. The peptide sequence is LTVKMGALF. The binding affinity (normalized) is 0.434. (9) The peptide sequence is KAYANMWSL. The MHC is BoLA-JSP.1 with pseudo-sequence BoLA-JSP.1. The binding affinity (normalized) is 0.484.